This data is from Reaction yield outcomes from USPTO patents with 853,638 reactions. The task is: Predict the reaction yield, written as a fraction of the theoretical maximum amount of product (1.0 means a 100% yield; for example, 0.34 means a 34% yield). The reactants are [O:1]=[C:2]([NH:14][C:15]1[CH:16]=[CH:17][CH:18]=[C:19]2[C:24]=1[N:23]=[CH:22][CH:21]=[CH:20]2)[CH2:3][C:4]1[CH:13]=[CH:12][C:7]([C:8]([O:10]C)=[O:9])=[CH:6][CH:5]=1.O[Li].O.C(OCC)(=O)C. The catalyst is C1COCC1.CO.O.Cl. The product is [O:1]=[C:2]([NH:14][C:15]1[CH:16]=[CH:17][CH:18]=[C:19]2[C:24]=1[N:23]=[CH:22][CH:21]=[CH:20]2)[CH2:3][C:4]1[CH:13]=[CH:12][C:7]([C:8]([OH:10])=[O:9])=[CH:6][CH:5]=1. The yield is 0.880.